Dataset: Catalyst prediction with 721,799 reactions and 888 catalyst types from USPTO. Task: Predict which catalyst facilitates the given reaction. (1) Reactant: N(C(OC(C)C)=O)=NC(OC(C)C)=O.C1(P(C2C=CC=CC=2)C2C=CC=CC=2)C=CC=CC=1.[C:34]([O:38][C:39]([N:41]1[CH2:44][CH2:43][C@@H:42]1[CH2:45][OH:46])=[O:40])([CH3:37])([CH3:36])[CH3:35].[Cl:47][C:48]1[N:53]=[CH:52][C:51](O)=[CH:50][CH:49]=1. Product: [Cl:47][C:48]1[CH:49]=[CH:50][C:51]([O:46][CH2:45][C@H:42]2[CH2:43][CH2:44][N:41]2[C:39]([O:38][C:34]([CH3:37])([CH3:36])[CH3:35])=[O:40])=[CH:52][N:53]=1. The catalyst class is: 7. (2) Reactant: [CH:1]([N:4]1[C:12]2[C:7](=[CH:8][CH:9]=[CH:10][CH:11]=2)[C:6]([C:13]([OH:15])=O)=[CH:5]1)([CH3:3])[CH3:2].C(Cl)(=O)C(Cl)=O.[Cl:22][C:23]1[CH:24]=[C:25]([CH2:30][C:31]([O:33][CH3:34])=[O:32])[CH:26]=[CH:27][C:28]=1[NH2:29].C(N(CC)CC)C. Product: [Cl:22][C:23]1[CH:24]=[C:25]([CH2:30][C:31]([O:33][CH3:34])=[O:32])[CH:26]=[CH:27][C:28]=1[NH:29][C:13]([C:6]1[C:7]2[C:12](=[CH:11][CH:10]=[CH:9][CH:8]=2)[N:4]([CH:1]([CH3:2])[CH3:3])[CH:5]=1)=[O:15]. The catalyst class is: 2. (3) Reactant: Br[CH2:2][C:3]1[CH:4]=[C:5]([NH:31][S:32]([CH3:35])(=[O:34])=[O:33])[CH:6]=[CH:7][C:8]=1/[CH:9]=[CH:10]/[C:11]1[CH:16]=[C:15]([C:17]2[C:18](=[O:24])[NH:19][C:20]([CH3:23])=[CH:21][CH:22]=2)[CH:14]=[C:13]([C:25]([CH3:28])([CH3:27])[CH3:26])[C:12]=1[O:29][CH3:30].[CH3:36][O-:37].[Na+]. Product: [C:25]([C:13]1[C:12]([O:29][CH3:30])=[C:11](/[CH:10]=[CH:9]/[C:8]2[CH:7]=[CH:6][C:5]([NH:31][S:32]([CH3:35])(=[O:34])=[O:33])=[CH:4][C:3]=2[CH2:2][O:37][CH3:36])[CH:16]=[C:15]([C:17]2[C:18](=[O:24])[NH:19][C:20]([CH3:23])=[CH:21][CH:22]=2)[CH:14]=1)([CH3:28])([CH3:27])[CH3:26]. The catalyst class is: 5. (4) Reactant: [C:1](N1C=CN=C1)([N:3]1C=CN=C1)=[S:2].[C:13]([O:17][C:18](=[O:26])[N:19]([CH3:25])[CH:20]1[CH2:24][CH2:23][NH:22][CH2:21]1)([CH3:16])([CH3:15])[CH3:14]. Product: [C:13]([O:17][C:18](=[O:26])[N:19]([CH3:25])[CH:20]1[CH2:24][CH2:23][N:22]([C:1](=[S:2])[NH2:3])[CH2:21]1)([CH3:16])([CH3:15])[CH3:14]. The catalyst class is: 1. (5) Reactant: [C:1]1([CH2:7][C:8](Cl)=[O:9])[CH:6]=[CH:5][CH:4]=[CH:3][CH:2]=1.[S-:11][C:12]#[N:13].[K+].[NH2:15][C:16]1[CH:37]=[CH:36][C:19]([O:20][C:21]2[N:26]=[CH:25][N:24]=[C:23]([NH:27][C:28]([N:30]3[CH2:35][CH2:34][CH2:33][CH2:32][CH2:31]3)=[O:29])[CH:22]=2)=[C:18]([F:38])[CH:17]=1.CCCCCC. Product: [F:38][C:18]1[CH:17]=[C:16]([NH:15][C:12]([NH:13][C:8](=[O:9])[CH2:7][C:1]2[CH:6]=[CH:5][CH:4]=[CH:3][CH:2]=2)=[S:11])[CH:37]=[CH:36][C:19]=1[O:20][C:21]1[N:26]=[CH:25][N:24]=[C:23]([NH:27][C:28]([N:30]2[CH2:35][CH2:34][CH2:33][CH2:32][CH2:31]2)=[O:29])[CH:22]=1. The catalyst class is: 753. (6) Reactant: [F:1][C:2]([F:18])([F:17])[C:3]1[CH:4]=[C:5]([C:9]2[N:14]=[C:13]([CH:15]=O)[CH:12]=[CH:11][CH:10]=2)[CH:6]=[CH:7][CH:8]=1.Cl.[NH2:20][OH:21].C(N(CC)CC)C.O. Product: [F:1][C:2]([F:18])([F:17])[C:3]1[CH:4]=[C:5]([C:9]2[N:14]=[C:13]([CH:15]=[N:20][OH:21])[CH:12]=[CH:11][CH:10]=2)[CH:6]=[CH:7][CH:8]=1. The catalyst class is: 8. (7) Reactant: [CH:1]1([CH:7]([NH:21][C:22]2[CH:31]=[CH:30][C:25]([C:26]([O:28]C)=[O:27])=[CH:24][CH:23]=2)[C:8]2[CH:12]=[C:11]([C:13]3[CH:14]=[N:15][C:16](F)=[CH:17][CH:18]=3)[O:10][C:9]=2[CH3:20])[CH2:6][CH2:5][CH2:4][CH2:3][CH2:2]1.[CH3:32][C:33]([OH:38])([CH3:37])[CH2:34][CH2:35][OH:36].[OH-].[Li+].Cl. Product: [CH:1]1([CH:7]([NH:21][C:22]2[CH:31]=[CH:30][C:25]([C:26]([OH:28])=[O:27])=[CH:24][CH:23]=2)[C:8]2[CH:12]=[C:11]([C:13]3[CH:14]=[N:15][C:16]([O:36][CH2:35][CH2:34][C:33]([OH:38])([CH3:37])[CH3:32])=[CH:17][CH:18]=3)[O:10][C:9]=2[CH3:20])[CH2:2][CH2:3][CH2:4][CH2:5][CH2:6]1. The catalyst class is: 30. (8) Reactant: [CH3:1][O:2][C:3]1[CH:28]=[CH:27][C:6]([CH2:7][N:8]([C:22]2[S:23][CH:24]=[CH:25][N:26]=2)[S:9]([C:12]2[CH:13]=[CH:14][C:15]3[NH:20][CH2:19][CH2:18][O:17][C:16]=3[CH:21]=2)(=[O:11])=[O:10])=[CH:5][CH:4]=1.CCN(C(C)C)C(C)C.Cl[C:39]([O:41][C:42]1[CH:47]=[CH:46][C:45]([N+:48]([O-:50])=[O:49])=[CH:44][CH:43]=1)=[O:40]. Product: [CH3:1][O:2][C:3]1[CH:4]=[CH:5][C:6]([CH2:7][N:8]([C:22]2[S:23][CH:24]=[CH:25][N:26]=2)[S:9]([C:12]2[CH:13]=[CH:14][C:15]3[N:20]([C:39]([O:41][C:42]4[CH:43]=[CH:44][C:45]([N+:48]([O-:50])=[O:49])=[CH:46][CH:47]=4)=[O:40])[CH2:19][CH2:18][O:17][C:16]=3[CH:21]=2)(=[O:11])=[O:10])=[CH:27][CH:28]=1. The catalyst class is: 2.